This data is from Full USPTO retrosynthesis dataset with 1.9M reactions from patents (1976-2016). The task is: Predict the reactants needed to synthesize the given product. (1) Given the product [CH:4]#[C:5][CH2:6][NH:7][C@H:8]1[C:16]2[CH:15]=[CH:14][CH:13]=[CH:12][C:11]=2[CH2:10][CH2:9]1, predict the reactants needed to synthesize it. The reactants are: [OH-].[Na+].O.[CH:4]#[C:5][CH2:6][NH:7][C@H:8]1[C:16]2[C:11](=[CH:12][CH:13]=[CH:14][CH:15]=2)[CH2:10][CH2:9]1.[CH:4]#[C:5][CH2:6][NH:7][C@H:8]1[C:16]2[C:11](=[CH:12][CH:13]=[CH:14][CH:15]=2)[CH2:10][CH2:9]1.[C@H](O)(C(O)=O)[C@@H](O)C(O)=O. (2) Given the product [Cl:1][C:2]1[CH:3]=[C:4]([NH:9][C:10]2[C:19]3[C:14](=[CH:15][N:16]=[C:17]([NH:23][CH2:24][CH2:25][CH2:26][OH:27])[CH:18]=3)[N:13]=[CH:12][C:11]=2[C:21]#[N:22])[CH:5]=[CH:6][C:7]=1[F:8], predict the reactants needed to synthesize it. The reactants are: [Cl:1][C:2]1[CH:3]=[C:4]([NH:9][C:10]2[C:19]3[C:14](=[CH:15][N:16]=[C:17](F)[CH:18]=3)[N:13]=[CH:12][C:11]=2[C:21]#[N:22])[CH:5]=[CH:6][C:7]=1[F:8].[NH2:23][CH2:24][CH2:25][CH2:26][OH:27]. (3) Given the product [C:1]([O:4][CH2:5][C@@H:6]1[C@@H:11]([O:12][C:13](=[O:15])[CH3:14])[C@H:10]([O:16][C:17](=[O:19])[CH3:18])[C@@H:9]([O:20][C:21](=[O:23])[CH3:22])[C@H:8]([N:24]2[C:32]3[C:27](=[C:28]([CH3:33])[CH:29]=[CH:30][CH:31]=3)[C:26]([CH2:34][C:35]3[CH:36]=[CH:37][C:38](/[CH:41]=[CH:42]/[CH2:43][CH2:44][O:45][S:54]([CH3:53])(=[O:56])=[O:55])=[CH:39][CH:40]=3)=[CH:25]2)[O:7]1)(=[O:3])[CH3:2], predict the reactants needed to synthesize it. The reactants are: [C:1]([O:4][CH2:5][C@@H:6]1[C@@H:11]([O:12][C:13](=[O:15])[CH3:14])[C@H:10]([O:16][C:17](=[O:19])[CH3:18])[C@@H:9]([O:20][C:21](=[O:23])[CH3:22])[C@H:8]([N:24]2[C:32]3[C:27](=[C:28]([CH3:33])[CH:29]=[CH:30][CH:31]=3)[C:26]([CH2:34][C:35]3[CH:40]=[CH:39][C:38](/[CH:41]=[CH:42]/[CH2:43][CH2:44][OH:45])=[CH:37][CH:36]=3)=[CH:25]2)[O:7]1)(=[O:3])[CH3:2].C(N(CC)CC)C.[CH3:53][S:54](Cl)(=[O:56])=[O:55]. (4) Given the product [CH:15](=[N:3][N:2]([CH:26]=[C:27]([C:28]([O:30][CH2:31][CH3:32])=[O:29])[C:33]([O:35][CH2:36][CH3:37])=[O:34])[CH2:4][C:5]([O:7][CH2:8][CH3:9])=[O:6])[C:16]1[CH:21]=[CH:20][CH:19]=[CH:18][CH:17]=1, predict the reactants needed to synthesize it. The reactants are: Cl.[NH:2]([CH2:4][C:5]([O:7][CH2:8][CH3:9])=[O:6])[NH2:3].C(=O)([O-])O.[Na+].[CH:15](=O)[C:16]1[CH:21]=[CH:20][CH:19]=[CH:18][CH:17]=1.C(O[CH:26]=[C:27]([C:33]([O:35][CH2:36][CH3:37])=[O:34])[C:28]([O:30][CH2:31][CH3:32])=[O:29])C. (5) Given the product [NH2:5][C@H:9]([CH2:10][CH3:11])[C:12]([NH:14][C:15]1[CH:16]=[N:17][C:18]([O:21][C:22]2[CH:27]=[CH:26][C:25]([CH3:28])=[C:24]([O:29][CH3:30])[CH:23]=2)=[CH:19][CH:20]=1)=[O:13], predict the reactants needed to synthesize it. The reactants are: CC([N:5]([C@@H:9]([C:12]([NH:14][C:15]1[CH:16]=[N:17][C:18]([O:21][C:22]2[CH:27]=[CH:26][C:25]([CH3:28])=[C:24]([O:29][CH3:30])[CH:23]=2)=[CH:19][CH:20]=1)=[O:13])[CH2:10][CH3:11])C(=O)[O-])(C)C.ClCCl.